Predict the product of the given reaction. From a dataset of Forward reaction prediction with 1.9M reactions from USPTO patents (1976-2016). (1) Given the reactants [O:1]1[CH2:6][CH2:5][CH2:4][CH2:3][CH:2]1[O:7][CH2:8][CH2:9][CH2:10][OH:11].[H-].[Na+].[Br:14][CH2:15][CH2:16][CH2:17][CH2:18]Br.O, predict the reaction product. The product is: [Br:14][CH2:15][CH2:16][CH2:17][CH2:18][O:11][CH2:10][CH2:9][CH2:8][O:7][CH:2]1[CH2:3][CH2:4][CH2:5][CH2:6][O:1]1. (2) Given the reactants [CH2:1]([C:5]1[C:14]2[C:9](=[CH:10][CH:11]=[C:12]([C:15]([O:17][CH3:18])=[O:16])[CH:13]=2)[CH:8]=[CH:7][N:6]=1)[CH2:2][CH2:3][CH3:4].[H][H].[C:21](O[C:21]([O:23][C:24]([CH3:27])([CH3:26])[CH3:25])=[O:22])([O:23][C:24]([CH3:27])([CH3:26])[CH3:25])=[O:22].C(N(CC)CC)C, predict the reaction product. The product is: [CH2:1]([CH:5]1[C:14]2[C:9](=[CH:10][CH:11]=[C:12]([C:15]([O:17][CH3:18])=[O:16])[CH:13]=2)[CH2:8][CH2:7][N:6]1[C:21]([O:23][C:24]([CH3:27])([CH3:26])[CH3:25])=[O:22])[CH2:2][CH2:3][CH3:4]. (3) Given the reactants [CH:1]1([NH2:7])[CH2:6][CH2:5][CH2:4][CH2:3][CH2:2]1.O1CCOCC1.C(N(CC)C(C)C)(C)C.[Cl:23][C:24]1[N:29]=[C:28](Cl)[C:27]([Cl:31])=[CH:26][N:25]=1, predict the reaction product. The product is: [CH:1]1([NH:7][C:26]2[C:27]([Cl:31])=[CH:28][N:29]=[C:24]([Cl:23])[N:25]=2)[CH2:6][CH2:5][CH2:4][CH2:3][CH2:2]1. (4) Given the reactants Cl[C:2]1[C:3]([NH2:9])=[N:4][CH:5]=[N:6][C:7]=1Cl.[NH2:10][CH2:11][CH:12]1[CH2:17][CH2:16][N:15]([C:18]([O:20]C(C)(C)C)=O)[CH2:14][CH2:13]1.[N:25]1[CH:30]=[CH:29][C:28]([O:31][C:32]2[CH:37]=[CH:36][C:35](B(O)O)=[CH:34][CH:33]=2)=[CH:27][CH:26]=1.[C:41](Cl)(=O)[CH:42]=C, predict the reaction product. The product is: [NH2:9][C:3]1[N:4]=[CH:5][N:6]=[C:7]([NH:10][CH2:11][CH:12]2[CH2:13][CH2:14][N:15]([C:18](=[O:20])[CH:41]=[CH2:42])[CH2:16][CH2:17]2)[C:2]=1[C:35]1[CH:36]=[CH:37][C:32]([O:31][C:28]2[CH:29]=[CH:30][N:25]=[CH:26][CH:27]=2)=[CH:33][CH:34]=1. (5) Given the reactants [CH2:1]1[CH2:5][CH:4]([C@H:6]([NH:10][C:11]([O:13]CC2C3C(=CC=CC=3)C3C2=CC=CC=3)=O)[C:7](O)=O)[CH2:3][CH2:2]1.COC(=O)[C@H:31]([CH2:33][CH:34]([CH3:36])[CH3:35])[NH2:32], predict the reaction product. The product is: [CH:4]1([C@@H:6]2[NH:10][C:11](=[O:13])[C@H:31]([CH2:33][CH:34]([CH3:36])[CH3:35])[NH:32][CH2:7]2)[CH2:3][CH2:2][CH2:1][CH2:5]1. (6) Given the reactants CC1C=C(NNC(=O)C(N2CCN(C)CC2)C2C3C(=CC=CC=3)C=CC=2)C=C(C)C=1.[O:31]1[C:35]2[CH:36]=[CH:37][C:38]([CH:40]([N:44]3[CH2:49][CH2:48][N:47]([CH3:50])[CH2:46][CH2:45]3)[C:41]([OH:43])=O)=[CH:39][C:34]=2[O:33][CH2:32]1.CCN=C=NCCCN(C)C.[ClH:62].C1C=C2N=NN(O)C2=CC=1.O.[F:74][C:75]([F:89])([F:88])[C:76]1[CH:77]=[C:78]([NH:86][NH2:87])[CH:79]=[C:80]([C:82]([F:85])([F:84])[F:83])[CH:81]=1.Cl, predict the reaction product. The product is: [ClH:62].[O:31]1[C:35]2[CH:36]=[CH:37][C:38]([CH:40]([N:44]3[CH2:49][CH2:48][N:47]([CH3:50])[CH2:46][CH2:45]3)[C:41]([NH:87][NH:86][C:78]3[CH:79]=[C:80]([C:82]([F:84])([F:85])[F:83])[CH:81]=[C:76]([C:75]([F:74])([F:88])[F:89])[CH:77]=3)=[O:43])=[CH:39][C:34]=2[O:33][CH2:32]1. (7) The product is: [Cl:30][C:19]1[CH:18]=[C:17]([C:14]2[CH:15]=[CH:16][C:11]([S:10][C:5]3[CH:6]=[CH:7][CH:8]=[CH:9][C:4]=3[CH:1]([CH3:3])[CH3:2])=[C:12]([C:24]([F:26])([F:25])[F:27])[CH:13]=2)[N:22]=[CH:21][N:20]=1. Given the reactants [CH:1]([C:4]1[CH:9]=[CH:8][CH:7]=[CH:6][C:5]=1[S:10][C:11]1[CH:16]=[CH:15][C:14]([C:17]2[N:22]=[CH:21][N:20]=[C:19](O)[CH:18]=2)=[CH:13][C:12]=1[C:24]([F:27])([F:26])[F:25])([CH3:3])[CH3:2].O=P(Cl)(Cl)[Cl:30], predict the reaction product. (8) The product is: [C:22]1([C:25]2[CH:26]=[CH:27][CH:28]=[CH:29][CH:30]=2)[CH:23]=[CH:24][C:19]([S:16]([N:13]2[CH2:12][CH2:11][N:10]([C:8]3[S:9][C:5]([C:3]([OH:4])=[O:2])=[CH:6][N:7]=3)[CH2:15][CH2:14]2)(=[O:17])=[O:18])=[CH:20][CH:21]=1. Given the reactants C[O:2][C:3]([C:5]1[S:9][C:8]([N:10]2[CH2:15][CH2:14][N:13]([S:16]([C:19]3[CH:24]=[CH:23][C:22]([C:25]4[CH:30]=[CH:29][CH:28]=[CH:27][CH:26]=4)=[CH:21][CH:20]=3)(=[O:18])=[O:17])[CH2:12][CH2:11]2)=[N:7][CH:6]=1)=[O:4].Cl.NO.C[O-].[Na+].CO.Cl, predict the reaction product.